From a dataset of Full USPTO retrosynthesis dataset with 1.9M reactions from patents (1976-2016). Predict the reactants needed to synthesize the given product. (1) Given the product [CH2:18]([O:36][C:34]([C:33]1[CH:37]=[CH:38][C:30]2[C:29](=[O:40])[C:10]3[C:11]([NH:39][C:31]=2[CH:32]=1)=[CH:12][C:7]([N:1]1[CH2:2][CH2:3][O:4][CH2:5][CH2:6]1)=[CH:8][C:9]=3[OH:14])=[O:35])[CH2:17][CH2:16][CH2:21][CH2:20][CH3:19], predict the reactants needed to synthesize it. The reactants are: [N:1]1([C:7]2[CH:8]=[C:9]([OH:14])[CH:10]=[C:11](O)[CH:12]=2)[CH2:6][CH2:5][O:4][CH2:3][CH2:2]1.C[C:16]1[CH:17]=[CH:18][C:19](S(O)(=O)=O)=[CH:20][CH:21]=1.O.CO[C:29](=[O:40])[C:30]1[CH:38]=[CH:37][C:33]([C:34]([OH:36])=[O:35])=[CH:32][C:31]=1[NH2:39]. (2) The reactants are: [OH:1][C@H:2]([C:26]1[CH:35]=[CH:34][C:29]2[C:30](=[O:33])[O:31][CH2:32][C:28]=2[C:27]=1[CH3:36])[CH2:3][N:4]1[CH2:9][CH2:8][C:7]([NH:18]C(=O)OC(C)(C)C)([C:10](=[O:17])[NH:11][C:12]2[S:16][N:15]=[CH:14][CH:13]=2)[CH2:6][CH2:5]1.[ClH:37]. Given the product [ClH:37].[NH2:18][C:7]1([C:10]([NH:11][C:12]2[S:16][N:15]=[CH:14][CH:13]=2)=[O:17])[CH2:8][CH2:9][N:4]([CH2:3][C@H:2]([OH:1])[C:26]2[CH:35]=[CH:34][C:29]3[C:30](=[O:33])[O:31][CH2:32][C:28]=3[C:27]=2[CH3:36])[CH2:5][CH2:6]1.[ClH:37], predict the reactants needed to synthesize it. (3) Given the product [F:22][C:21]1[C:16]([F:15])=[C:17]([OH:23])[CH:18]=[CH:19][C:20]=1[C:2](=[O:14])[CH2:3][C:4]1[CH:13]=[CH:12][C:7]([C:8]([OH:10])=[O:9])=[CH:6][CH:5]=1, predict the reactants needed to synthesize it. The reactants are: Cl[C:2](=[O:14])[CH2:3][C:4]1[CH:13]=[CH:12][C:7]([C:8]([O:10]C)=[O:9])=[CH:6][CH:5]=1.[F:15][C:16]1[C:21]([F:22])=[CH:20][CH:19]=[CH:18][C:17]=1[O:23]C.